This data is from Full USPTO retrosynthesis dataset with 1.9M reactions from patents (1976-2016). The task is: Predict the reactants needed to synthesize the given product. (1) Given the product [Cl:8][C:4]1[CH:5]=[CH:6][CH:7]=[C:2]([Cl:1])[C:3]=1[C:9]1[C:14]2[O:15][C@@H:16]([CH2:19][N:20]3[C:24](=[O:25])[C:23]4[C:13](=[CH:12][CH:11]=[CH:10][CH:9]=4)[C:14]3=[O:15])[CH2:17][O:18][C:13]=2[CH:12]=[C:11]([F:21])[CH:10]=1, predict the reactants needed to synthesize it. The reactants are: [Cl:1][C:2]1[CH:7]=[CH:6][CH:5]=[C:4]([Cl:8])[C:3]=1[C:9]1[C:14]2[O:15][C@@H:16]([CH2:19][NH2:20])[CH2:17][O:18][C:13]=2[CH:12]=[C:11]([F:21])[CH:10]=1.Cl.[CH3:23][CH2:24][OH:25]. (2) Given the product [C:1]([O:4][C@H:5]1[CH2:10][CH2:9][C@@:8]([C@H:12]2[CH2:20][CH2:19][C@@:18]3([CH3:21])[C@@H:14]([CH2:15][CH2:16][C:17]3=[CH2:22])[C@@H:13]2[CH2:23][N:32]=[N+:33]=[N-:34])([CH3:11])[C@@H:7]([CH2:25][O:26][S:28]([CH3:27])(=[O:30])=[O:29])[CH2:6]1)(=[O:3])[CH3:2], predict the reactants needed to synthesize it. The reactants are: [C:1]([O:4][C@H:5]1[CH2:10][CH2:9][C@@:8]([C@H:12]2[CH2:20][CH2:19][C@@:18]3([CH3:21])[C@@H:14]([CH2:15][CH2:16][C:17]3=[CH2:22])[C@@H:13]2[CH2:23]O)([CH3:11])[C@@H:7]([CH2:25][OH:26])[CH2:6]1)(=[O:3])[CH3:2].[CH3:27][S:28](Cl)(=[O:30])=[O:29].[N-:32]=[N+:33]=[N-:34].[Na+]. (3) Given the product [C:1]([O:5][C:6](=[O:15])[NH:7][CH2:8][C@@H:9]([F:14])[C:10]([O:13][P:20]([O:21][CH2:22][C:23]1[CH:24]=[CH:25][CH:26]=[CH:27][CH:28]=1)([O:29][CH2:30][C:31]1[CH:32]=[CH:33][CH:34]=[CH:35][CH:36]=1)=[O:45])([CH3:12])[CH3:11])([CH3:4])([CH3:2])[CH3:3], predict the reactants needed to synthesize it. The reactants are: [C:1]([O:5][C:6](=[O:15])[NH:7][CH2:8][C@@H:9]([F:14])[C:10]([OH:13])([CH3:12])[CH3:11])([CH3:4])([CH3:3])[CH3:2].C(N(C(C)C)[P:20]([O:29][CH2:30][C:31]1[CH:36]=[CH:35][CH:34]=[CH:33][CH:32]=1)[O:21][CH2:22][C:23]1[CH:28]=[CH:27][CH:26]=[CH:25][CH:24]=1)(C)C.N1C=NN=N1.[OH:45]O. (4) The reactants are: [C:1]([C:3]1[CH:4]=[C:5]2[C:11]([C:12]3[CH:13]=[C:14]([CH:35]=[CH:36][CH:37]=3)[CH2:15][NH:16][C:17]([C:19]3[C:20](=[O:34])[N:21]([CH2:25][C:26]4[CH:31]=[CH:30][C:29]([F:32])=[C:28]([F:33])[CH:27]=4)[CH:22]=[CH:23][CH:24]=3)=[O:18])=[CH:10][NH:9][C:6]2=[N:7][CH:8]=1)#N.FC1C=C(C=CC=1F)CN1C=CC=C(C(NCC2C=C(B(O)O)C=CC=2)=[O:50])C1=O.[B].N1C2=NC=C(CO)C=C2C=C1. Given the product [OH:50][CH2:1][C:3]1[CH:4]=[C:5]2[C:11]([C:12]3[CH:13]=[C:14]([CH:35]=[CH:36][CH:37]=3)[CH2:15][NH:16][C:17]([C:19]3[C:20](=[O:34])[N:21]([CH2:25][C:26]4[CH:31]=[CH:30][C:29]([F:32])=[C:28]([F:33])[CH:27]=4)[CH:22]=[CH:23][CH:24]=3)=[O:18])=[CH:10][NH:9][C:6]2=[N:7][CH:8]=1, predict the reactants needed to synthesize it.